Dataset: Catalyst prediction with 721,799 reactions and 888 catalyst types from USPTO. Task: Predict which catalyst facilitates the given reaction. (1) Reactant: [Cl:1][C:2]1[N:3]=[C:4]([N:11]2[CH2:16][CH2:15][O:14][CH2:13][CH2:12]2)[C:5]2[S:10][CH:9]=[CH:8][C:6]=2[N:7]=1.[Li+].C[Si]([N-][Si](C)(C)C)(C)C.CN([CH:30]=[O:31])C. Product: [Cl:1][C:2]1[N:3]=[C:4]([N:11]2[CH2:16][CH2:15][O:14][CH2:13][CH2:12]2)[C:5]2[S:10][C:9]([CH:30]=[O:31])=[CH:8][C:6]=2[N:7]=1. The catalyst class is: 1. (2) Reactant: [ClH:1].Cl.[CH:3]1[CH:12]=[CH:11][C:10]2[CH2:13][CH2:14][CH2:15][N:8]3[C:9]=2[C:4]=1[C@H:5]1[CH2:18][NH:17][CH2:16][C@H:6]1[CH2:7]3.[CH2:19](Br)[CH2:20][CH2:21][CH3:22].C(=O)([O-])[O-].[K+].[K+].[I-].[K+].Cl.CCOCC. Product: [ClH:1].[ClH:1].[CH2:19]([N:17]1[CH2:18][C@H:5]2[C@H:6]([CH2:7][N:8]3[CH2:15][CH2:14][CH2:13][C:10]4[CH:11]=[CH:12][CH:3]=[C:4]2[C:9]3=4)[CH2:16]1)[CH2:20][CH2:21][CH3:22]. The catalyst class is: 155. (3) Reactant: [F:1][C:2]1[CH:3]=[CH:4][C:5]([N+:9]([O-:11])=[O:10])=[C:6]([OH:8])[CH:7]=1.N1C=CC=CC=1.[F:18][C:19]([F:32])([F:31])[S:20](O[S:20]([C:19]([F:32])([F:31])[F:18])(=[O:22])=[O:21])(=[O:22])=[O:21].O. Product: [F:18][C:19]([F:32])([F:31])[S:20]([O:8][C:6]1[CH:7]=[C:2]([F:1])[CH:3]=[CH:4][C:5]=1[N+:9]([O-:11])=[O:10])(=[O:22])=[O:21]. The catalyst class is: 4. (4) Reactant: [Cl:1][C:2]1[CH:3]=[CH:4][C:5]2[N:9]=[C:8]([C:10]3[N:11]=[N:12][C:13](Cl)=[CH:14][CH:15]=3)[NH:7][C:6]=2[CH:17]=1.[NH:18]1[CH2:23][CH2:22][NH:21][CH2:20][CH2:19]1. Product: [Cl:1][C:2]1[CH:3]=[CH:4][C:5]2[N:9]=[C:8]([C:10]3[N:11]=[N:12][C:13]([N:18]4[CH2:23][CH2:22][NH:21][CH2:20][CH2:19]4)=[CH:14][CH:15]=3)[NH:7][C:6]=2[CH:17]=1. The catalyst class is: 60.